This data is from Forward reaction prediction with 1.9M reactions from USPTO patents (1976-2016). The task is: Predict the product of the given reaction. Given the reactants C(N(CC)CC)C.[O:8]([C:16]1[CH:17]=[C:18]([CH:31]=[CH:32][CH:33]=1)[C:19]([O:21][CH2:22][CH2:23][O:24][C:25]1[CH:30]=[CH:29][CH:28]=[CH:27][CH:26]=1)=O)[Si:9]([C:12]([CH3:15])([CH3:14])[CH3:13])([CH3:11])[CH3:10].[Cl:34][C:35]12[CH2:44][CH:39]3[CH2:40][CH:41]([CH2:43][CH:37]([C:38]3=O)[CH2:36]1)[CH2:42]2, predict the reaction product. The product is: [O:8]([C:16]1[CH:17]=[C:18]([C:19](=[C:40]2[CH:41]3[CH2:43][CH:37]4[CH2:36][C:35]([Cl:34])([CH2:44][CH:39]2[CH2:38]4)[CH2:42]3)[O:21][CH2:22][CH2:23][O:24][C:25]2[CH:30]=[CH:29][CH:28]=[CH:27][CH:26]=2)[CH:31]=[CH:32][CH:33]=1)[Si:9]([C:12]([CH3:15])([CH3:14])[CH3:13])([CH3:11])[CH3:10].